This data is from NCI-60 drug combinations with 297,098 pairs across 59 cell lines. The task is: Regression. Given two drug SMILES strings and cell line genomic features, predict the synergy score measuring deviation from expected non-interaction effect. Drug 1: C1=NC(=NC(=O)N1C2C(C(C(O2)CO)O)O)N. Drug 2: CC1C(C(CC(O1)OC2CC(CC3=C2C(=C4C(=C3O)C(=O)C5=CC=CC=C5C4=O)O)(C(=O)C)O)N)O. Cell line: CAKI-1. Synergy scores: CSS=50.2, Synergy_ZIP=-0.539, Synergy_Bliss=-0.756, Synergy_Loewe=-5.08, Synergy_HSA=4.24.